Predict which catalyst facilitates the given reaction. From a dataset of Catalyst prediction with 721,799 reactions and 888 catalyst types from USPTO. (1) Reactant: [CH:1]([C:3]1[CH:4]=[C:5]2[C:9](=[CH:10][CH:11]=1)[NH:8][CH:7]=[CH:6]2)=[CH2:2].[OH-:12].[Na+].OO. Product: [NH:8]1[C:9]2[C:5](=[CH:4][C:3]([CH2:1][CH2:2][OH:12])=[CH:11][CH:10]=2)[CH:6]=[CH:7]1. The catalyst class is: 1. (2) Reactant: C[Si]([N-][Si](C)(C)C)(C)C.[Na+].O1CCCC1.[CH2:16]([C@@H:23]([CH2:34][OH:35])[C@H:24]([C:26]1[CH:31]=[CH:30][C:29]([Br:32])=[CH:28][C:27]=1F)[OH:25])[C:17]1[CH:22]=[CH:21][CH:20]=[CH:19][CH:18]=1. Product: [CH2:16]([C@@H:23]1[C@@H:24]([OH:25])[C:26]2[C:31](=[CH:30][C:29]([Br:32])=[CH:28][CH:27]=2)[O:35][CH2:34]1)[C:17]1[CH:22]=[CH:21][CH:20]=[CH:19][CH:18]=1. The catalyst class is: 16.